The task is: Predict the reactants needed to synthesize the given product.. This data is from Full USPTO retrosynthesis dataset with 1.9M reactions from patents (1976-2016). (1) Given the product [CH2:31]([C@H:30]([N:38]([CH2:39][C:40]1[CH:41]=[CH:42][C:43]([CH2:46][CH2:47][CH2:48][CH2:49][CH3:50])=[CH:44][CH:45]=1)[C:9](=[O:11])[CH:8]=[CH:7][C:6]1[CH:5]=[CH:4][C:3]([C:2]([F:1])([F:15])[F:14])=[CH:13][CH:12]=1)[C:29]([N:26]1[CH2:25][CH2:24][N:23]([CH2:16][C:17]2[CH:22]=[CH:21][CH:20]=[CH:19][CH:18]=2)[CH2:28][CH2:27]1)=[O:51])[C:32]1[CH:33]=[CH:34][CH:35]=[CH:36][CH:37]=1, predict the reactants needed to synthesize it. The reactants are: [F:1][C:2]([F:15])([F:14])[C:3]1[CH:13]=[CH:12][C:6](/[CH:7]=[CH:8]/[C:9]([OH:11])=O)=[CH:5][CH:4]=1.[CH2:16]([N:23]1[CH2:28][CH2:27][N:26]([C:29](=[O:51])[C@@H:30]([NH:38][CH2:39][C:40]2[CH:45]=[CH:44][C:43]([CH2:46][CH2:47][CH2:48][CH2:49][CH3:50])=[CH:42][CH:41]=2)[CH2:31][C:32]2[CH:37]=[CH:36][CH:35]=[CH:34][CH:33]=2)[CH2:25][CH2:24]1)[C:17]1[CH:22]=[CH:21][CH:20]=[CH:19][CH:18]=1.O. (2) Given the product [F:13][C:14]1[CH:39]=[C:38]([F:40])[C:37]([F:41])=[CH:36][C:15]=1[N:16]1[C:17]2[C:18](=[CH:30][C:31]([F:35])=[C:32]([F:34])[CH:33]=2)[C:19](=[O:20])[N:21]([O:22][CH2:23][C:24]2[CH:25]=[CH:26][CH:27]=[CH:28][CH:29]=2)[C:1]1=[O:2], predict the reactants needed to synthesize it. The reactants are: [C:1](N1C=CN=C1)(N1C=CN=C1)=[O:2].[F:13][C:14]1[CH:39]=[C:38]([F:40])[C:37]([F:41])=[CH:36][C:15]=1[NH:16][C:17]1[CH:33]=[C:32]([F:34])[C:31]([F:35])=[CH:30][C:18]=1[C:19]([NH:21][O:22][CH2:23][C:24]1[CH:29]=[CH:28][CH:27]=[CH:26][CH:25]=1)=[O:20]. (3) Given the product [CH2:20]([S:22][C:3]1[N:8]=[CH:7][N:6]=[C:5]([N:9]2[C:13](=[O:14])[C:12]([N:15]3[CH:19]=[CH:18][N:17]=[N:16]3)=[CH:11][NH:10]2)[CH:4]=1)[CH3:21], predict the reactants needed to synthesize it. The reactants are: Cl.Cl[C:3]1[N:8]=[CH:7][N:6]=[C:5]([N:9]2[C:13](=[O:14])[C:12]([N:15]3[CH:19]=[CH:18][N:17]=[N:16]3)=[CH:11][NH:10]2)[CH:4]=1.[CH2:20]([SH:22])[CH3:21].[H-].[Na+].O. (4) Given the product [ClH:24].[ClH:24].[N:17]1[CH:18]=[CH:19][CH:20]=[CH:21][C:16]=1[CH2:15][NH:14][C:13]([C:10]1([CH3:23])[CH2:11][CH2:12][NH:8][CH2:9]1)=[O:22], predict the reactants needed to synthesize it. The reactants are: C(OC([N:8]1[CH2:12][CH2:11][C:10]([CH3:23])([C:13](=[O:22])[NH:14][CH2:15][C:16]2[CH:21]=[CH:20][CH:19]=[CH:18][N:17]=2)[CH2:9]1)=O)(C)(C)C.[ClH:24].O1CCOCC1. (5) Given the product [O:46]1[C:50]2[CH:51]=[CH:52][C:53](/[CH:55]=[CH:56]/[C:57]([N:40]3[CH2:39][C@H:38]([CH2:41][CH:42]([CH3:44])[CH3:43])[NH:37][C:36](=[O:45])[C@@H:35]3[CH2:31][CH:32]([CH3:34])[CH3:33])=[O:58])=[CH:54][C:49]=2[O:48][CH2:47]1, predict the reactants needed to synthesize it. The reactants are: C([C@@H]1N(C(=O)C2C=CC(OC3C=CC=CC=3)=CC=2)C[C@H](CC(C)C)NC1=O)C(C)C.[CH2:31]([C@@H:35]1[NH:40][CH2:39][C@H:38]([CH2:41][CH:42]([CH3:44])[CH3:43])[NH:37][C:36]1=[O:45])[CH:32]([CH3:34])[CH3:33].[O:46]1[C:50]2[CH:51]=[CH:52][C:53](/[CH:55]=[CH:56]/[C:57](O)=[O:58])=[CH:54][C:49]=2[O:48][CH2:47]1. (6) Given the product [Cl:19][C:13]1[CH:14]=[CH:15][CH:16]=[C:17]([Cl:18])[C:12]=1[C:7]1[C:6](=[O:20])[CH:5]=[CH:4][N:3]2[C:8]=1[CH:9]=[CH:10][CH:11]=[C:2]2[N:21]1[CH2:25][CH2:24][CH2:23][CH2:22]1, predict the reactants needed to synthesize it. The reactants are: Cl[C:2]1[N:3]2[C:8]([CH:9]=[CH:10][CH:11]=1)=[C:7]([C:12]1[C:17]([Cl:18])=[CH:16][CH:15]=[CH:14][C:13]=1[Cl:19])[C:6](=[O:20])[CH:5]=[CH:4]2.[NH:21]1[CH2:25][CH2:24][CH2:23][CH2:22]1. (7) The reactants are: [C:1](=[O:4])([O-])[O-].[K+].[K+].[Cl:7][C:8]1[CH:9]=[C:10]([C@@H:18]([CH2:32][CH:33]2[CH2:37][CH2:36][CH2:35][CH2:34]2)[C:19]([NH:21][C:22]2[CH:27]=[N:26][C:25](C=C(C)C)=[CH:24][N:23]=2)=[O:20])[CH:11]=[CH:12][C:13]=1[S:14]([CH3:17])(=[O:16])=[O:15].CS(N)(=O)=O.S([O-])([O-])=[O:44].[Na+].[Na+].[C:49]1([CH3:55])C=CC=C[CH:50]=1. Given the product [Cl:7][C:8]1[CH:9]=[C:10]([C@@H:18]([CH2:32][CH:33]2[CH2:34][CH2:35][CH2:36][CH2:37]2)[C:19]([NH:21][C:22]2[CH:27]=[N:26][C:25]([C@@H:1]([OH:4])[C:49]([OH:44])([CH3:55])[CH3:50])=[CH:24][N:23]=2)=[O:20])[CH:11]=[CH:12][C:13]=1[S:14]([CH3:17])(=[O:16])=[O:15], predict the reactants needed to synthesize it. (8) Given the product [C:13]([N:6]1[C:7]2[C:3](=[C:2]([F:1])[C:10]([F:11])=[CH:9][CH:8]=2)[CH2:4][C:5]1=[O:12])(=[O:15])[CH3:14], predict the reactants needed to synthesize it. The reactants are: [F:1][C:2]1[C:10]([F:11])=[CH:9][CH:8]=[C:7]2[C:3]=1[CH2:4][C:5](=[O:12])[NH:6]2.[C:13](OC(=O)C)(=[O:15])[CH3:14].